Task: Predict the reaction yield, written as a fraction of the theoretical maximum amount of product (1.0 means a 100% yield; for example, 0.34 means a 34% yield).. Dataset: Reaction yield outcomes from USPTO patents with 853,638 reactions The reactants are [N+:1]([C:4]1[C:5]([NH2:10])=[N:6][CH:7]=[CH:8][CH:9]=1)([O-:3])=[O:2].[C:11]1([C:21]2[CH:26]=[CH:25][CH:24]=[CH:23][CH:22]=2)[CH:16]=[CH:15][CH:14]=[C:13]([C:17](=O)[CH2:18]Br)[CH:12]=1. The catalyst is CC(=O)CC. The product is [C:11]1([C:21]2[CH:22]=[CH:23][CH:24]=[CH:25][CH:26]=2)[CH:16]=[CH:15][CH:14]=[C:13]([C:17]2[N:10]=[C:5]3[C:4]([N+:1]([O-:3])=[O:2])=[CH:9][CH:8]=[CH:7][N:6]3[CH:18]=2)[CH:12]=1. The yield is 0.220.